From a dataset of TCR-epitope binding with 47,182 pairs between 192 epitopes and 23,139 TCRs. Binary Classification. Given a T-cell receptor sequence (or CDR3 region) and an epitope sequence, predict whether binding occurs between them. (1) The epitope is YLNTLTLAV. The TCR CDR3 sequence is CASSLDGLTDSPLHF. Result: 1 (the TCR binds to the epitope). (2) The epitope is KLGGALQAK. The TCR CDR3 sequence is CASSLTGTAIPETQYF. Result: 0 (the TCR does not bind to the epitope). (3) The epitope is AVFDRKSDAK. The TCR CDR3 sequence is CASSIQGLRATNEKLFF. Result: 0 (the TCR does not bind to the epitope). (4) The epitope is NLSALGIFST. The TCR CDR3 sequence is CASSLGDPRVMSTEAFF. Result: 1 (the TCR binds to the epitope). (5) Result: 1 (the TCR binds to the epitope). The epitope is ELAGIGILTV. The TCR CDR3 sequence is CASSFSGGNNEQFF. (6) The epitope is GLIYNRMGAVTTEV. The TCR CDR3 sequence is CAISPETSSLGFF. Result: 1 (the TCR binds to the epitope). (7) The epitope is HSKKKCDEL. The TCR CDR3 sequence is CASQEAHEQFF. Result: 0 (the TCR does not bind to the epitope). (8) The epitope is LVLSVNPYV. The TCR CDR3 sequence is CASSYSPGAYGYTF. Result: 0 (the TCR does not bind to the epitope).